From a dataset of Full USPTO retrosynthesis dataset with 1.9M reactions from patents (1976-2016). Predict the reactants needed to synthesize the given product. Given the product [OH:1][C:2]1[CH:3]=[C:4]2[C:9](=[CH:10][CH:11]=1)[CH:8]=[C:7]([C:12]([O:14][C:22]1[C:23]3[C:18](=[CH:17][C:16]([OH:15])=[CH:25][CH:24]=3)[CH:19]=[CH:20][CH:21]=1)=[O:13])[CH:6]=[CH:5]2, predict the reactants needed to synthesize it. The reactants are: [OH:1][C:2]1[CH:3]=[C:4]2[C:9](=[CH:10][CH:11]=1)[CH:8]=[C:7]([C:12]([OH:14])=[O:13])[CH:6]=[CH:5]2.[OH:15][C:16]1[CH:25]=[CH:24][C:23]2[C:18](=[CH:19][CH:20]=[C:21](O)[CH:22]=2)[CH:17]=1.O.C1(C)C=CC(S(O)(=O)=O)=CC=1.